This data is from Full USPTO retrosynthesis dataset with 1.9M reactions from patents (1976-2016). The task is: Predict the reactants needed to synthesize the given product. Given the product [F:1][C:2]1[CH:7]=[CH:6][C:5]([NH:8][C:9](=[O:23])[C:10]2[CH:15]=[C:14]([N:16]3[CH2:17][CH2:18][O:19][CH2:20][CH2:21]3)[CH:13]=[C:12]([F:22])[CH:11]=2)=[CH:4][C:3]=1[N:24]1[C:25](=[O:41])[C:26]2[C:27](=[CH:28][CH:29]=[C:30]([N:32]3[CH2:38][CH2:37][CH2:36][N:35]([CH3:39])[CH2:34][CH2:33]3)[CH:31]=2)[N:40]=[CH:42]1, predict the reactants needed to synthesize it. The reactants are: [F:1][C:2]1[CH:7]=[CH:6][C:5]([NH:8][C:9](=[O:23])[C:10]2[CH:15]=[C:14]([N:16]3[CH2:21][CH2:20][O:19][CH2:18][CH2:17]3)[CH:13]=[C:12]([F:22])[CH:11]=2)=[CH:4][C:3]=1[NH:24][C:25](=[O:41])[C:26]1[CH:31]=[C:30]([N:32]2[CH2:38][CH2:37][CH2:36][N:35]([CH3:39])[CH2:34][CH2:33]2)[CH:29]=[CH:28][C:27]=1[NH2:40].[CH:42](OCC)(OCC)OCC.